From a dataset of Forward reaction prediction with 1.9M reactions from USPTO patents (1976-2016). Predict the product of the given reaction. (1) Given the reactants [N:1]1([C:6]2[CH:7]=[C:8]([CH:13]=[CH:14][CH:15]=2)[C:9]([O:11]C)=O)[CH:5]=[N:4][CH:3]=[N:2]1.[C:16]([O:19][C:20]([CH3:23])([CH3:22])[CH3:21])(=[O:18])[CH3:17].[Li], predict the reaction product. The product is: [C:20]([O:19][C:16](=[O:18])[CH2:17][C:9](=[O:11])[C:8]1[CH:13]=[CH:14][CH:15]=[C:6]([N:1]2[CH:5]=[N:4][CH:3]=[N:2]2)[CH:7]=1)([CH3:23])([CH3:22])[CH3:21]. (2) Given the reactants [N:1]1([C:5]([C:7]2[O:11][C:10]([S:12]([NH:15]C(C)(C)C)(=[O:14])=[O:13])=[CH:9][CH:8]=2)=[O:6])[CH2:4][CH2:3][CH2:2]1, predict the reaction product. The product is: [N:1]1([C:5]([C:7]2[O:11][C:10]([S:12]([NH2:15])(=[O:14])=[O:13])=[CH:9][CH:8]=2)=[O:6])[CH2:4][CH2:3][CH2:2]1. (3) Given the reactants [Cl:1][C:2]1[CH:34]=[CH:33][C:5]([CH2:6][C:7]23[CH2:19][CH2:18][C:17](=[O:20])[C:16]([C:21]4[CH:26]=[CH:25][C:24]([O:27]COC)=[CH:23][CH:22]=4)=[C:15]2[C:14]2[C:9](=[CH:10][C:11]([O:31][CH3:32])=[CH:12][CH:13]=2)[CH2:8]3)=[CH:4][CH:3]=1.Cl, predict the reaction product. The product is: [Cl:1][C:2]1[CH:3]=[CH:4][C:5]([CH2:6][C:7]23[CH2:19][CH2:18][C:17](=[O:20])[C:16]([C:21]4[CH:26]=[CH:25][C:24]([OH:27])=[CH:23][CH:22]=4)=[C:15]2[C:14]2[C:9](=[CH:10][C:11]([O:31][CH3:32])=[CH:12][CH:13]=2)[CH2:8]3)=[CH:33][CH:34]=1.